Dataset: Reaction yield outcomes from USPTO patents with 853,638 reactions. Task: Predict the reaction yield, written as a fraction of the theoretical maximum amount of product (1.0 means a 100% yield; for example, 0.34 means a 34% yield). (1) The yield is 0.200. The product is [CH2:1]([C@H:3]1[C@@H:7]([C:8]2[N:12]3[C:13]4[CH:19]=[CH:18][NH:17][C:14]=4[N:15]=[CH:16][C:11]3=[N:10][N:9]=2)[CH2:6][C@@H:5]([CH2:20][C:21]2[O:22][N:31]=[C:28]([CH2:29][OH:30])[N:27]=2)[CH2:4]1)[CH3:2]. The catalyst is C1(C)C=CC=CC=1.CO. The reactants are [CH2:1]([C@H:3]1[C@@H:7]([C:8]2[N:12]3[C:13]4[CH:19]=[CH:18][NH:17][C:14]=4[N:15]=[CH:16][C:11]3=[N:10][N:9]=2)[CH2:6][C@@H:5]([CH2:20][C:21](OCC)=[O:22])[CH2:4]1)[CH3:2].O/[N:27]=[C:28](\[NH2:31])/[CH2:29][OH:30].C([O-])([O-])=O.[K+].[K+]. (2) The reactants are [CH3:1][O:2][C:3]1[CH:4]=[C:5]2[C:10](=[CH:11][CH:12]=1)[C:9]([OH:13])=[C:8]([C:14]1[CH:19]=[CH:18][C:17]([S:20][CH3:21])=[CH:16][CH:15]=1)[CH:7]=[CH:6]2.F[C:23]1[CH:28]=[CH:27][C:26]([N+:29]([O-:31])=[O:30])=[CH:25][CH:24]=1.ClCCl. The catalyst is CN(C)C=O. The product is [CH3:1][O:2][C:3]1[CH:4]=[C:5]2[C:10](=[CH:11][CH:12]=1)[C:9]([O:13][C:23]1[CH:28]=[CH:27][C:26]([N+:29]([O-:31])=[O:30])=[CH:25][CH:24]=1)=[C:8]([C:14]1[CH:19]=[CH:18][C:17]([S:20][CH3:21])=[CH:16][CH:15]=1)[CH:7]=[CH:6]2. The yield is 0.780. (3) The reactants are [CH:1]([C:3]1[CH:11]=[CH:10][C:6]([C:7]([OH:9])=O)=[CH:5][CH:4]=1)=[O:2].C(N(CC)CC)C.ON1C2C=CC=CC=2N=N1.Cl.C(N=C=NCCCN(C)C)C.Cl.[CH:42]1([C:45]([N:47]2[CH2:52][CH2:51][NH:50][CH2:49][CH2:48]2)=[O:46])[CH2:44][CH2:43]1. The catalyst is ClCCl. The product is [CH:42]1([C:45]([N:47]2[CH2:52][CH2:51][N:50]([C:7]([C:6]3[CH:5]=[CH:4][C:3]([CH:1]=[O:2])=[CH:11][CH:10]=3)=[O:9])[CH2:49][CH2:48]2)=[O:46])[CH2:43][CH2:44]1. The yield is 0.800. (4) The reactants are [CH3:1][O:2][C:3]1[CH:4]=[C:5]([CH2:11][CH2:12][NH2:13])[CH:6]=[CH:7][C:8]=1[O:9][CH3:10].CC[O:16][C:17]([CH2:19][C:20]#[N:21])=O. No catalyst specified. The product is [C:20]([CH2:19][C:17]([NH:13][CH2:12][CH2:11][C:5]1[CH:6]=[CH:7][C:8]([O:9][CH3:10])=[C:3]([O:2][CH3:1])[CH:4]=1)=[O:16])#[N:21]. The yield is 0.600. (5) The reactants are [C:1]([O:5][C:6]([NH:8][C:9]1[CH:24]=[CH:23][C:12]([C:13]([O:15][CH2:16][C:17]2[CH:22]=[CH:21][CH:20]=[CH:19][CH:18]=2)=[O:14])=[C:11]([OH:25])[CH:10]=1)=[O:7])([CH3:4])([CH3:3])[CH3:2].CCN(C(C)C)C(C)C.[C:35](Cl)(=[O:37])[CH3:36].O. The catalyst is CC#N.CCOC(C)=O. The product is [C:35]([O:25][C:11]1[CH:10]=[C:9]([NH:8][C:6]([O:5][C:1]([CH3:4])([CH3:2])[CH3:3])=[O:7])[CH:24]=[CH:23][C:12]=1[C:13]([O:15][CH2:16][C:17]1[CH:22]=[CH:21][CH:20]=[CH:19][CH:18]=1)=[O:14])(=[O:37])[CH3:36]. The yield is 0.780. (6) The reactants are [F:1][C:2]1[CH:11]=[C:10]2[C:5]([C:6](O)=[N:7][CH:8]=[N:9]2)=[CH:4][C:3]=1[N+:13]([O-:15])=[O:14].O=S(Cl)[Cl:18]. The catalyst is CN(C=O)C. The product is [Cl:18][C:6]1[C:5]2[C:10](=[CH:11][C:2]([F:1])=[C:3]([N+:13]([O-:15])=[O:14])[CH:4]=2)[N:9]=[CH:8][N:7]=1. The yield is 0.944.